The task is: Predict the reactants needed to synthesize the given product.. This data is from Full USPTO retrosynthesis dataset with 1.9M reactions from patents (1976-2016). (1) Given the product [C:1]1([S:7]([N:10]2[CH2:12][CH:11]([C:13]([N:15]3[CH2:16][CH2:17][N:18]([C:21]4[CH:26]=[C:25]([CH3:27])[CH:24]=[CH:23][C:22]=4[CH3:28])[CH2:19][CH2:20]3)=[O:14])[N:38]([C:34]3[CH:35]=[CH:36][CH:37]=[C:32]([Cl:31])[CH:33]=3)[C:39]2=[O:40])(=[O:9])=[O:8])[CH:6]=[CH:5][CH:4]=[CH:3][CH:2]=1, predict the reactants needed to synthesize it. The reactants are: [C:1]1([S:7]([N:10]2[CH2:12][CH:11]2[C:13]([N:15]2[CH2:20][CH2:19][N:18]([C:21]3[CH:26]=[C:25]([CH3:27])[CH:24]=[CH:23][C:22]=3[CH3:28])[CH2:17][CH2:16]2)=[O:14])(=[O:9])=[O:8])[CH:6]=[CH:5][CH:4]=[CH:3][CH:2]=1.[I-].[Na+].[Cl:31][C:32]1[CH:33]=[C:34]([N:38]=[C:39]=[O:40])[CH:35]=[CH:36][CH:37]=1. (2) Given the product [N+:1]([C:4]1[CH:5]=[CH:6][C:7]([CH2:10][C:11](=[NH:12])[O:19][CH2:18][CH3:17])=[CH:8][CH:9]=1)([O-:3])=[O:2], predict the reactants needed to synthesize it. The reactants are: [N+:1]([C:4]1[CH:9]=[CH:8][C:7]([CH2:10][C:11]#[N:12])=[CH:6][CH:5]=1)([O-:3])=[O:2].C(Cl)Cl.Cl.[CH3:17][CH2:18][OH:19]. (3) Given the product [C:8]([C:5]1[CH:4]=[CH:3][C:2]([CH3:1])=[CH:7][N+:6]=1[O-:15])#[N:9], predict the reactants needed to synthesize it. The reactants are: [CH3:1][C:2]1[CH:3]=[CH:4][C:5]([C:8]#[N:9])=[N:6][CH:7]=1.ClC1C=C(C=CC=1)C(OO)=[O:15]. (4) The reactants are: [C:1]1([C:7]2[NH:11][CH:10]=[C:9]([CH:12]=[O:13])[CH:8]=2)[CH:6]=[CH:5][CH:4]=[CH:3][CH:2]=1.[H-].[Na+].C1OCCOCCOCCOCCOC1.Cl[S:32]([C:35]1[CH:36]=[C:37]([CH:42]=[CH:43][CH:44]=1)[C:38]([O:40][CH3:41])=[O:39])(=[O:34])=[O:33]. Given the product [CH:12]([C:9]1[CH:8]=[C:7]([C:1]2[CH:6]=[CH:5][CH:4]=[CH:3][CH:2]=2)[N:11]([S:32]([C:35]2[CH:36]=[C:37]([CH:42]=[CH:43][CH:44]=2)[C:38]([O:40][CH3:41])=[O:39])(=[O:34])=[O:33])[CH:10]=1)=[O:13], predict the reactants needed to synthesize it. (5) The reactants are: [Cl:1][C:2]1[CH:7]=[CH:6][C:5]([CH3:8])=[CH:4][C:3]=1[OH:9].C(=O)([O-])[O-].[K+].[K+].[CH2:16](Br)[CH:17]=[CH2:18]. Given the product [Cl:1][C:2]1[CH:7]=[CH:6][C:5]([CH3:8])=[CH:4][C:3]=1[O:9][CH2:18][CH:17]=[CH2:16], predict the reactants needed to synthesize it.